From a dataset of Forward reaction prediction with 1.9M reactions from USPTO patents (1976-2016). Predict the product of the given reaction. (1) Given the reactants [OH:1][C@H:2]([C:35]1[CH:40]=[CH:39][CH:38]=[CH:37][CH:36]=1)[C@H:3]1[CH2:7][CH2:6][C@@H:5]([CH2:8][C:9]2[CH:14]=[CH:13][C:12]([C:15]([N:17]3[CH2:27][CH2:26][C:20]4([C:24](=[O:25])[O:23][CH2:22][CH2:21]4)[CH2:19][CH2:18]3)=[O:16])=[CH:11][CH:10]=2)[N:4]1C(OC(C)(C)C)=O.FC(F)(F)C(O)=O, predict the reaction product. The product is: [OH:1][C@H:2]([C:35]1[CH:36]=[CH:37][CH:38]=[CH:39][CH:40]=1)[C@@H:3]1[NH:4][C@H:5]([CH2:8][C:9]2[CH:14]=[CH:13][C:12]([C:15]([N:17]3[CH2:18][CH2:19][C:20]4([C:24](=[O:25])[O:23][CH2:22][CH2:21]4)[CH2:26][CH2:27]3)=[O:16])=[CH:11][CH:10]=2)[CH2:6][CH2:7]1. (2) Given the reactants Br[C:2]1[S:6][C:5]([NH:7][C:8]([NH:10][C:11]2[CH:16]=[CH:15][C:14]([CH3:17])=[CH:13][C:12]=2[C:18]([CH:20]2[CH2:24][CH2:23][CH2:22][CH2:21]2)=[O:19])=[O:9])=[N:4][CH:3]=1.[C:25]([O:29][C:30](=[O:35])[NH:31][CH2:32][CH2:33][SH:34])([CH3:28])([CH3:27])[CH3:26], predict the reaction product. The product is: [C:25]([O:29][C:30](=[O:35])[NH:31][CH2:32][CH2:33][S:34][C:2]1[S:6][C:5]([NH:7][C:8]([NH:10][C:11]2[CH:16]=[CH:15][C:14]([CH3:17])=[CH:13][C:12]=2[C:18]([CH:20]2[CH2:24][CH2:23][CH2:22][CH2:21]2)=[O:19])=[O:9])=[N:4][CH:3]=1)([CH3:28])([CH3:26])[CH3:27]. (3) Given the reactants C[O:2][C:3]1[CH:4]=[C:5]([C:9]2[S:10][CH:11]=[C:12]([C:14]([F:17])([F:16])[F:15])[N:13]=2)[CH:6]=[CH:7][CH:8]=1, predict the reaction product. The product is: [F:17][C:14]([F:15])([F:16])[C:12]1[N:13]=[C:9]([C:5]2[CH:4]=[C:3]([OH:2])[CH:8]=[CH:7][CH:6]=2)[S:10][CH:11]=1. (4) Given the reactants C([O-])(=O)C.[NH4+:5].[C:6]([CH2:8][C:9]([O:11]C)=O)#[N:7].[CH3:13][CH:14]([CH3:18])[C:15](=O)[CH3:16].[N+:19]([C:22]1[CH:29]=[CH:28][C:25]([CH:26]=O)=[CH:24][CH:23]=1)([O-:21])=[O:20], predict the reaction product. The product is: [CH:14]([C:15]1[NH:5][C:9](=[O:11])[C:8]([C:6]#[N:7])=[C:26]([C:25]2[CH:28]=[CH:29][C:22]([N+:19]([O-:21])=[O:20])=[CH:23][CH:24]=2)[CH:16]=1)([CH3:18])[CH3:13].